From a dataset of Reaction yield outcomes from USPTO patents with 853,638 reactions. Predict the reaction yield, written as a fraction of the theoretical maximum amount of product (1.0 means a 100% yield; for example, 0.34 means a 34% yield). The reactants are [Br:1][C:2]1[N:7]=[C:6]([CH2:8]O)[CH:5]=[CH:4][CH:3]=1.[CH2:10]([N:12](CC)CC)C.CS(Cl)(=O)=O.[C-]#N.[K+].C1OCCOCCOCCOCCOCCOC1. The catalyst is CN(C)C=O.O. The product is [Br:1][C:2]1[N:7]=[C:6]([CH2:8][C:10]#[N:12])[CH:5]=[CH:4][CH:3]=1. The yield is 0.590.